From a dataset of Forward reaction prediction with 1.9M reactions from USPTO patents (1976-2016). Predict the product of the given reaction. (1) Given the reactants [S:1]([N:11]1[C:15]2=[N:16][CH:17]=[C:18]([CH2:20][NH:21][C:22]([C@@H:24]3[CH2:29][CH2:28][CH2:27][N:26]([C:30]([O:32][C:33]([CH3:36])([CH3:35])[CH3:34])=[O:31])[CH2:25]3)=O)[N:19]=[C:14]2[CH:13]=[CH:12]1)([C:4]1[CH:10]=[CH:9][C:7]([CH3:8])=[CH:6][CH:5]=1)(=[O:3])=[O:2].COC1C=CC(P2(SP(C3C=CC(OC)=CC=3)(=S)S2)=[S:46])=CC=1.CCOC(C)=O, predict the reaction product. The product is: [S:1]([N:11]1[C:15]2=[N:16][CH:17]=[C:18]([CH2:20][NH:21][C:22]([C@@H:24]3[CH2:29][CH2:28][CH2:27][N:26]([C:30]([O:32][C:33]([CH3:36])([CH3:35])[CH3:34])=[O:31])[CH2:25]3)=[S:46])[N:19]=[C:14]2[CH:13]=[CH:12]1)([C:4]1[CH:10]=[CH:9][C:7]([CH3:8])=[CH:6][CH:5]=1)(=[O:3])=[O:2]. (2) Given the reactants [Li+].[B-](CC)(CC)CC.[CH2:9]([C:11]1[CH:16]=[CH:15][C:14]([N:17]([CH2:40][CH:41]([CH3:43])[CH3:42])[S:18]([C:21]2[CH:22]=[CH:23][C:24]([C:31](=[O:39])[CH2:32][N:33]3[CH2:38][CH2:37][O:36][CH2:35][CH2:34]3)=[C:25]([CH:30]=2)[C:26](OC)=[O:27])(=[O:20])=[O:19])=[CH:13][CH:12]=1)[CH3:10].Cl.C(=O)(O)[O-].[Na+], predict the reaction product. The product is: [CH2:9]([C:11]1[CH:16]=[CH:15][C:14]([N:17]([CH2:40][CH:41]([CH3:42])[CH3:43])[S:18]([C:21]2[CH:22]=[CH:23][C:24]([CH:31]([OH:39])[CH2:32][N:33]3[CH2:38][CH2:37][O:36][CH2:35][CH2:34]3)=[C:25]([CH2:26][OH:27])[CH:30]=2)(=[O:19])=[O:20])=[CH:13][CH:12]=1)[CH3:10]. (3) Given the reactants C[Al](C)C.[NH2:5][C:6]1[CH:13]=[CH:12][C:9]([C:10]#[N:11])=[CH:8][N:7]=1.[Si:14]([O:21][CH:22]1[CH2:25][N:24]([CH2:26][C@H:27]([OH:32])[C:28](OC)=[O:29])[CH2:23]1)([C:17]([CH3:20])([CH3:19])[CH3:18])([CH3:16])[CH3:15], predict the reaction product. The product is: [Si:14]([O:21][CH:22]1[CH2:25][N:24]([CH2:26][C@H:27]([OH:32])[C:28]([NH:5][C:6]2[CH:13]=[CH:12][C:9]([C:10]#[N:11])=[CH:8][N:7]=2)=[O:29])[CH2:23]1)([C:17]([CH3:20])([CH3:19])[CH3:18])([CH3:16])[CH3:15]. (4) Given the reactants [CH3:1][O:2][C:3]1[C:11]2[CH:10]=[C:9]([CH:12]3[CH2:17][CH2:16][N:15]=[C:14]([CH3:18])[CH2:13]3)[S:8][C:7]=2[CH:6]=[CH:5][CH:4]=1.B(F)(F)F.[CH3:23]COCC.[Li]C, predict the reaction product. The product is: [CH3:18][C:14]1([CH3:23])[CH2:13][CH:12]([C:9]2[S:8][C:7]3[CH:6]=[CH:5][CH:4]=[C:3]([O:2][CH3:1])[C:11]=3[CH:10]=2)[CH2:17][CH2:16][NH:15]1. (5) Given the reactants [H-].[Na+].[Br:3][C:4]1[CH:5]=[C:6]2[C:11](=[CH:12][CH:13]=1)[CH:10]=[C:9]([SH:14])[CH:8]=[CH:7]2.[C:15]([O:19][C:20]([N:22]1[CH2:27][CH2:26][CH:25]([C:28](=[O:36])[C:29]2[CH:34]=[CH:33][C:32](F)=[CH:31][CH:30]=2)[CH2:24][CH2:23]1)=[O:21])([CH3:18])([CH3:17])[CH3:16].O, predict the reaction product. The product is: [C:15]([O:19][C:20]([N:22]1[CH2:27][CH2:26][CH:25]([C:28](=[O:36])[C:29]2[CH:30]=[CH:31][C:32]([S:14][C:9]3[CH:8]=[CH:7][C:6]4[C:11](=[CH:12][CH:13]=[C:4]([Br:3])[CH:5]=4)[CH:10]=3)=[CH:33][CH:34]=2)[CH2:24][CH2:23]1)=[O:21])([CH3:18])([CH3:16])[CH3:17].